This data is from Reaction yield outcomes from USPTO patents with 853,638 reactions. The task is: Predict the reaction yield, written as a fraction of the theoretical maximum amount of product (1.0 means a 100% yield; for example, 0.34 means a 34% yield). (1) The reactants are Cl[C:2]1[CH:7]=[CH:6][N:5]=[C:4]([N:8]2[C:20](=[O:21])[C:19]3[S:18][C:17]4[CH2:16][CH2:15][CH2:14][CH2:13][C:12]=4[C:11]=3[CH:10]=[N:9]2)[C:3]=1[CH:22]=[O:23].[CH3:24][N:25]1[CH:30]=[C:29](B2OC(C)(C)C(C)(C)O2)[CH:28]=[C:27]([NH:40][C:41]2[CH:46]=[N:45][CH:44]=[CH:43][N:42]=2)[C:26]1=[O:47].[O-]P([O-])([O-])=O.[K+].[K+].[K+].O.O.O.C([O-])(=O)C.[Na+]. The catalyst is O.C1C=CC(P(C2C=CC=CC=2)[C-]2C=CC=C2)=CC=1.C1C=CC(P(C2C=CC=CC=2)[C-]2C=CC=C2)=CC=1.Cl[Pd]Cl.[Fe+2].C(#N)C. The product is [CH3:24][N:25]1[C:26](=[O:47])[C:27]([NH:40][C:41]2[CH:46]=[N:45][CH:44]=[CH:43][N:42]=2)=[CH:28][C:29]([C:2]2[CH:7]=[CH:6][N:5]=[C:4]([N:8]3[C:20](=[O:21])[C:19]4[S:18][C:17]5[CH2:16][CH2:15][CH2:14][CH2:13][C:12]=5[C:11]=4[CH:10]=[N:9]3)[C:3]=2[CH:22]=[O:23])=[CH:30]1. The yield is 0.490. (2) The catalyst is CN(C1C=CN=CC=1)C.ClCCl. The reactants are [CH3:1][C:2]12[CH2:18][CH2:17][CH:16]([O:19][C:20](=[O:60])[NH:21][CH2:22][CH2:23][CH2:24][CH2:25][CH2:26][C:27]([N:29]3[CH2:33][CH:32]([OH:34])[CH2:31][CH:30]3[CH:35]([C:54]3[CH:59]=[CH:58][CH:57]=[CH:56][CH:55]=3)[O:36][CH:37]([C:46]3[CH:51]=[CH:50][C:49]([O:52][CH3:53])=[CH:48][CH:47]=3)[C:38]3[CH:43]=[CH:42][C:41]([O:44][CH3:45])=[CH:40][CH:39]=3)=[O:28])[CH2:15][C:14]1=[CH:13][CH2:12][CH:11]1[CH:3]2[CH2:4][CH2:5][C:6]2([CH3:69])[CH:10]1[CH2:9][CH2:8][CH:7]2[CH2:61][CH2:62][CH2:63][CH2:64][CH2:65][CH2:66][CH2:67][CH3:68].[C:70]1(=[O:76])[O:75][C:73](=[O:74])[CH2:72][CH2:71]1.C(N(CC)CC)C. The product is [CH3:53][O:52][C:49]1[CH:50]=[CH:51][C:46]([CH:37]([C:38]2[CH:43]=[CH:42][C:41]([O:44][CH3:45])=[CH:40][CH:39]=2)[O:36][CH:35]([C:54]2[CH:55]=[CH:56][CH:57]=[CH:58][CH:59]=2)[CH:30]2[N:29]([C:27](=[O:28])[CH2:26][CH2:25][CH2:24][CH2:23][CH2:22][NH:21][C:20]([O:19][CH:16]3[CH2:15][C:14]4[C:2]([CH3:1])([CH:3]5[CH:11]([CH2:12][CH:13]=4)[CH:10]4[C:6]([CH3:69])([CH:7]([CH2:61][CH2:62][CH2:63][CH2:64][CH2:65][CH2:66][CH2:67][CH3:68])[CH2:8][CH2:9]4)[CH2:5][CH2:4]5)[CH2:18][CH2:17]3)=[O:60])[CH2:33][CH:32]([O:34][C:70](=[O:76])[CH2:71][CH2:72][C:73]([OH:75])=[O:74])[CH2:31]2)=[CH:47][CH:48]=1. The yield is 0.890. (3) The reactants are [C:1](N1C=CN=C1)([N:3]1[CH:7]=[CH:6][N:5]=[CH:4]1)=[O:2].[CH3:13][O:14][CH:15]([O:18][CH3:19])[CH2:16][NH2:17]. The catalyst is C(Cl)Cl. The product is [CH3:13][O:14][CH:15]([O:18][CH3:19])[CH2:16][NH:17][C:1]([N:3]1[CH:7]=[CH:6][N:5]=[CH:4]1)=[O:2]. The yield is 0.690. (4) The reactants are Cl.[Cl:2][C:3]1[CH:9]=[C:8]([OH:10])[CH:7]=[CH:6][C:4]=1[NH2:5].[C:11](Cl)(=[O:20])[C:12]1[CH:17]=[CH:16][C:15]([O:18][CH3:19])=[CH:14][CH:13]=1.Cl. The catalyst is N1C=CC=CC=1. The product is [Cl:2][C:3]1[CH:9]=[C:8]([OH:10])[CH:7]=[CH:6][C:4]=1[NH:5][C:11](=[O:20])[C:12]1[CH:17]=[CH:16][C:15]([O:18][CH3:19])=[CH:14][CH:13]=1. The yield is 0.760. (5) The reactants are [C:1]([C:3]1[N:4]=[C:5]([C:32]2[C:37]([F:38])=[CH:36][CH:35]=[CH:34][C:33]=2[F:39])[O:6][C:7]=1[NH:8][C:9]1[CH:31]=[CH:30][C:12]([C:13]([NH:15][CH2:16][CH:17]2[CH2:22][CH2:21][N:20](C(OC(C)(C)C)=O)[CH2:19][CH2:18]2)=[O:14])=[CH:11][CH:10]=1)#[N:2].C(=O)(O)[O-:41].[Na+].[OH-].[Na+]. The catalyst is S(=O)(=O)(O)O. The product is [NH:20]1[CH2:19][CH2:18][CH:17]([CH2:16][NH:15][C:13]([C:12]2[CH:30]=[CH:31][C:9]([NH:8][C:7]3[O:6][C:5]([C:32]4[C:37]([F:38])=[CH:36][CH:35]=[CH:34][C:33]=4[F:39])=[N:4][C:3]=3[C:1]([NH2:2])=[O:41])=[CH:10][CH:11]=2)=[O:14])[CH2:22][CH2:21]1. The yield is 0.140. (6) The reactants are [O:1]1[CH2:6][CH2:5][CH2:4][CH2:3][CH:2]1[N:7]1[C:15]2[C:10](=[CH:11][C:12]([C:16]3[N:20]=[CH:19][N:18]([C:21]([C:34]4[CH:39]=[CH:38][CH:37]=[CH:36][CH:35]=4)([C:28]4[CH:33]=[CH:32][CH:31]=[CH:30][CH:29]=4)[C:22]4[CH:27]=[CH:26][CH:25]=[CH:24][CH:23]=4)[N:17]=3)=[CH:13][CH:14]=2)[C:9]([C:40]2[CH:41]=[C:42]([CH:47]=[CH:48][CH:49]=2)[C:43](OC)=[O:44])=[N:8]1.O.[OH-].[Li+].[N:53]1[CH:58]=[CH:57][CH:56]=[C:55]([CH2:59][NH2:60])[CH:54]=1.O.ON1C2C=CC=CC=2N=N1.Cl.CN(C)CCCN=C=NCC. The catalyst is O1CCCC1.O1CCCC1.O. The product is [O:1]1[CH2:6][CH2:5][CH2:4][CH2:3][CH:2]1[N:7]1[C:15]2[C:10](=[CH:11][C:12]([C:16]3[N:20]=[CH:19][N:18]([C:21]([C:34]4[CH:35]=[CH:36][CH:37]=[CH:38][CH:39]=4)([C:28]4[CH:33]=[CH:32][CH:31]=[CH:30][CH:29]=4)[C:22]4[CH:23]=[CH:24][CH:25]=[CH:26][CH:27]=4)[N:17]=3)=[CH:13][CH:14]=2)[C:9]([C:40]2[CH:41]=[C:42]([C:43]([NH:60][CH2:59][C:55]3[CH:54]=[N:53][CH:58]=[CH:57][CH:56]=3)=[O:44])[CH:47]=[CH:48][CH:49]=2)=[N:8]1. The yield is 0.500. (7) The reactants are [O:1]=[C:2]1[C:7]([CH2:8][C:9]2[CH:14]=[CH:13][C:12]([C:15]3[C:16]([C:21]#[N:22])=[CH:17][CH:18]=[CH:19][CH:20]=3)=[CH:11][CH:10]=2)=[C:6]([CH2:23][CH2:24][CH3:25])[N:5]2[N:26]=[CH:27][N:28]=[C:4]2[NH:3]1.Br[CH2:30][CH2:31][O:32][Si:33]([C:36]([CH3:39])([CH3:38])[CH3:37])([CH3:35])[CH3:34].C(=O)([O-])[O-].[K+].[K+].[I-].[Na+]. The catalyst is C(OCC)(=O)C.CN(C)C=O. The product is [Si:33]([O:32][CH2:31][CH2:30][N:3]1[C:2](=[O:1])[C:7]([CH2:8][C:9]2[CH:10]=[CH:11][C:12]([C:15]3[C:16]([C:21]#[N:22])=[CH:17][CH:18]=[CH:19][CH:20]=3)=[CH:13][CH:14]=2)=[C:6]([CH2:23][CH2:24][CH3:25])[N:5]2[N:26]=[CH:27][N:28]=[C:4]12)([C:36]([CH3:39])([CH3:38])[CH3:37])([CH3:35])[CH3:34]. The yield is 0.710. (8) The reactants are Cl[C:2]1[N:3]=[CH:4][C:5]([C:8]2[N:9]=[C:10]([N:18]3[CH2:23][CH2:22][C@H:21]([NH:24][C:25]([C:27]4[NH:28][C:29]([CH3:34])=[C:30]([Cl:33])[C:31]=4[Cl:32])=[O:26])[C@H:20]([O:35][CH3:36])[CH2:19]3)[S:11][C:12]=2[C:13]([O:15][CH2:16][CH3:17])=[O:14])=[N:6][CH:7]=1.[CH3:37][N:38]1[CH2:43][CH2:42][NH:41][CH2:40][CH2:39]1.C(N(CC)C(C)C)(C)C.O. The catalyst is CN1CCCC1=O. The product is [Cl:32][C:31]1[C:30]([Cl:33])=[C:29]([CH3:34])[NH:28][C:27]=1[C:25]([NH:24][C@H:21]1[CH2:22][CH2:23][N:18]([C:10]2[S:11][C:12]([C:13]([O:15][CH2:16][CH3:17])=[O:14])=[C:8]([C:5]3[CH:4]=[N:3][C:2]([N:41]4[CH2:42][CH2:43][N:38]([CH3:37])[CH2:39][CH2:40]4)=[CH:7][N:6]=3)[N:9]=2)[CH2:19][C@H:20]1[O:35][CH3:36])=[O:26]. The yield is 0.820.